This data is from Reaction yield outcomes from USPTO patents with 853,638 reactions. The task is: Predict the reaction yield, written as a fraction of the theoretical maximum amount of product (1.0 means a 100% yield; for example, 0.34 means a 34% yield). (1) The reactants are [F:1][C:2]1[CH:7]=[CH:6][C:5]([C:8]2[O:9][C:10]([C:13]3[C:14]([C:19]4[CH:24]=[CH:23][CH:22]=[CH:21][CH:20]=4)=[N:15][O:16][C:17]=3[CH3:18])=[N:11][N:12]=2)=[C:4]([O:25][CH3:26])[CH:3]=1.[CH3:27][Si](C)(C)N[Si](C)(C)C.[K].IC.[Cl-].[NH4+]. The catalyst is CN(C=O)C. The product is [CH2:18]([C:17]1[O:16][N:15]=[C:14]([C:19]2[CH:24]=[CH:23][CH:22]=[CH:21][CH:20]=2)[C:13]=1[C:10]1[O:9][C:8]([C:5]2[CH:6]=[CH:7][C:2]([F:1])=[CH:3][C:4]=2[O:25][CH3:26])=[N:12][N:11]=1)[CH3:27]. The yield is 0.0100. (2) The reactants are [NH2:1][C:2]1[CH:24]=[CH:23][C:5]([CH2:6][CH2:7][O:8][C:9]2[CH:14]=[CH:13][C:12]([CH2:15][CH:16]([O:20][CH2:21][CH3:22])[C:17]([OH:19])=[O:18])=[CH:11][CH:10]=2)=[CH:4][CH:3]=1.I.[C:26]1([NH:32][C:33](SC)=[N:34][C:35]2[CH:40]=[CH:39][CH:38]=[CH:37][CH:36]=2)[CH:31]=[CH:30][CH:29]=[CH:28][CH:27]=1.C(N(CC)CC)C. The catalyst is CN(C)C=O.[Hg](Cl)Cl. The product is [NH:34]([C:33]([NH:1][C:2]1[CH:3]=[CH:4][C:5]([CH2:6][CH2:7][O:8][C:9]2[CH:14]=[CH:13][C:12]([CH2:15][CH:16]([O:20][CH2:21][CH3:22])[C:17]([OH:19])=[O:18])=[CH:11][CH:10]=2)=[CH:23][CH:24]=1)=[N:32][C:26]1[CH:31]=[CH:30][CH:29]=[CH:28][CH:27]=1)[C:35]1[CH:36]=[CH:37][CH:38]=[CH:39][CH:40]=1. The yield is 0.500.